From a dataset of Catalyst prediction with 721,799 reactions and 888 catalyst types from USPTO. Predict which catalyst facilitates the given reaction. (1) Reactant: C1([SiH3])C=CC=CC=1.N1CCCC1.CO.[O:15]([C:22]1[CH:23]=[C:24]([C:28]2[CH2:29][CH2:30][CH2:31][N:32]=2)[CH:25]=[CH:26][CH:27]=1)[C:16]1[CH:21]=[CH:20][CH:19]=[CH:18][CH:17]=1. Product: [O:15]([C:22]1[CH:23]=[C:24]([C@@H:28]2[CH2:29][CH2:30][CH2:31][NH:32]2)[CH:25]=[CH:26][CH:27]=1)[C:16]1[CH:17]=[CH:18][CH:19]=[CH:20][CH:21]=1. The catalyst class is: 1. (2) Reactant: [N:1]([C@@H:4]([CH:12]1[CH2:17][CH2:16][CH:15]([CH2:18][OH:19])[CH2:14][CH2:13]1)[C:5](=[O:11])[N:6]1[CH2:10][CH2:9][S:8][CH2:7]1)=[N+]=[N-].N([C@@H:23]([CH:31]1[CH2:36][CH2:35][CH:34](CO[Si](C(C)C)(C(C)C)C(C)C)[CH2:33][CH2:32]1)[C:24](N1CCSC1)=O)=[N+]=[N-].C([N:51]([CH2:54]C)CC)C.C(OCC)(=[O:58])C.[CH3:62][CH2:63][CH2:64][CH2:65]CC. Product: [C:31]1([C:23]2[CH:24]=[CH:65][CH:64]=[CH:63][CH:62]=2)[CH:32]=[CH:33][C:34]([NH:51][C:54](=[O:58])[O:19][CH2:18][CH:15]2[CH2:16][CH2:17][CH:12]([C@H:4]([NH2:1])[C:5](=[O:11])[N:6]3[CH2:10][CH2:9][S:8][CH2:7]3)[CH2:13][CH2:14]2)=[CH:35][CH:36]=1. The catalyst class is: 2. (3) Reactant: [C:1]([O:6][CH:7]([CH3:9])[CH3:8])(=[O:5])[CH:2]([CH3:4])[CH3:3].C([N-]C(C)C)(C)C.[Li+].[Br:18][C:19]1[CH:24]=[CH:23][C:22]([C:25](=[O:30])[C:26]([F:29])([F:28])[F:27])=[CH:21][CH:20]=1. Product: [Br:18][C:19]1[CH:24]=[CH:23][C:22]([C:25]([OH:30])([C:26]([F:28])([F:29])[F:27])[C:2]([CH3:4])([CH3:3])[C:1]([O:6][CH:7]([CH3:9])[CH3:8])=[O:5])=[CH:21][CH:20]=1. The catalyst class is: 1.